From a dataset of Peptide-MHC class I binding affinity with 185,985 pairs from IEDB/IMGT. Regression. Given a peptide amino acid sequence and an MHC pseudo amino acid sequence, predict their binding affinity value. This is MHC class I binding data. (1) The peptide sequence is AGIDNYNKF. The MHC is HLA-A24:02 with pseudo-sequence HLA-A24:02. The binding affinity (normalized) is 0.313. (2) The peptide sequence is TEYDDHINLY. The MHC is HLA-B18:01 with pseudo-sequence HLA-B18:01. The binding affinity (normalized) is 0.782.